Dataset: Full USPTO retrosynthesis dataset with 1.9M reactions from patents (1976-2016). Task: Predict the reactants needed to synthesize the given product. (1) Given the product [CH2:1]([O:8][CH2:9][CH:10]([CH3:13])[CH:11]=[O:12])[C:2]1[CH:7]=[CH:6][CH:5]=[CH:4][CH:3]=1, predict the reactants needed to synthesize it. The reactants are: [CH2:1]([O:8][CH2:9][CH:10]([CH3:13])[CH2:11][OH:12])[C:2]1[CH:7]=[CH:6][CH:5]=[CH:4][CH:3]=1.CC(OI1(OC(C)=O)(OC(C)=O)OC(=O)C2C=CC=CC1=2)=O. (2) Given the product [C:24]([C:28]1[CH:33]=[CH:32][C:31](/[C:34](/[C:7]2[CH:8]=[CH:9][C:4]([O:3][CH:2]([F:21])[F:1])=[C:5]([O:11][CH2:12][C:13]3[CH:18]=[CH:17][C:16]([O:19][CH3:20])=[CH:15][CH:14]=3)[N:6]=2)=[CH:35]\[C@@H:36]2[N:40]([CH2:41][C:42]3[CH:47]=[CH:46][C:45]([O:48][CH3:49])=[CH:44][C:43]=3[O:50][CH3:51])[C:39](=[O:52])[CH2:38][CH2:37]2)=[CH:30][CH:29]=1)([CH3:27])([CH3:25])[CH3:26], predict the reactants needed to synthesize it. The reactants are: [F:1][CH:2]([F:21])[O:3][C:4]1[C:5]([O:11][CH2:12][C:13]2[CH:18]=[CH:17][C:16]([O:19][CH3:20])=[CH:15][CH:14]=2)=[N:6][C:7](I)=[CH:8][CH:9]=1.[F-].[Cs+].[C:24]([C:28]1[CH:33]=[CH:32][C:31](/[C:34](/[Sn](CCCC)(CCCC)CCCC)=[CH:35]\[C@@H:36]2[N:40]([CH2:41][C:42]3[CH:47]=[CH:46][C:45]([O:48][CH3:49])=[CH:44][C:43]=3[O:50][CH3:51])[C:39](=[O:52])[CH2:38][CH2:37]2)=[CH:30][CH:29]=1)([CH3:27])([CH3:26])[CH3:25].O. (3) Given the product [CH2:11]([N:13]([CH2:17][CH3:18])[C:14](=[O:15])[O:8][C:4]1[CH:5]=[CH:6][CH:7]=[C:2]([Cl:1])[CH:3]=1)[CH3:12], predict the reactants needed to synthesize it. The reactants are: [Cl:1][C:2]1[CH:3]=[C:4]([OH:8])[CH:5]=[CH:6][CH:7]=1.[H-].[Na+].[CH2:11]([N:13]([CH2:17][CH3:18])[C:14](Cl)=[O:15])[CH3:12].